This data is from Full USPTO retrosynthesis dataset with 1.9M reactions from patents (1976-2016). The task is: Predict the reactants needed to synthesize the given product. (1) The reactants are: [CH2:1]([O:8][C:9]1[C:10](=[O:17])[CH:11]=[C:12]([CH2:15][OH:16])[O:13][CH:14]=1)[C:2]1[CH:7]=[CH:6][CH:5]=[CH:4][CH:3]=1.CC(C)=[O:20]. Given the product [CH2:1]([O:8][C:9]1[C:10](=[O:17])[CH:11]=[C:12]([C:15]([OH:20])=[O:16])[O:13][CH:14]=1)[C:2]1[CH:3]=[CH:4][CH:5]=[CH:6][CH:7]=1, predict the reactants needed to synthesize it. (2) Given the product [C:37]([C:21]1[C:22]2[NH:23][C:24]3[C:29]([C:30]=2[C:18]([C:14]2[C:13]([CH3:40])=[C:12]([NH:11][C:9](=[O:10])[O:8][CH2:1][C:2]4[CH:7]=[CH:6][CH:5]=[CH:4][CH:3]=4)[CH:17]=[CH:16][CH:15]=2)=[CH:19][N:20]=1)=[CH:28][CH:27]=[C:26]([O:31][CH:32]1[CH2:36][CH2:35][O:34][CH2:33]1)[CH:25]=3)(=[O:38])[NH2:46], predict the reactants needed to synthesize it. The reactants are: [CH2:1]([O:8][C:9]([NH:11][C:12]1[C:13]([CH3:40])=[C:14]([C:18]2[C:30]3[C:29]4[C:24](=[CH:25][C:26]([O:31][CH:32]5[CH2:36][CH2:35][O:34][CH2:33]5)=[CH:27][CH:28]=4)[NH:23][C:22]=3[C:21]([C:37](O)=[O:38])=[N:20][CH:19]=2)[CH:15]=[CH:16][CH:17]=1)=[O:10])[C:2]1[CH:7]=[CH:6][CH:5]=[CH:4][CH:3]=1.[Cl-].[NH4+].C([N:46](CC)C(C)C)(C)C.F[P-](F)(F)(F)(F)F.N1(O[P+](N(C)C)(N(C)C)N(C)C)C2C=CC=CC=2N=N1.CN1CCOCC1. (3) Given the product [Br:29][C:27]1[CH:28]=[C:23]([NH:1][C:2]2[N:7]=[CH:6][C:5]([N:8]3[CH2:13][CH2:12][N:11]([C:14]([O:16][C:17]([CH3:20])([CH3:19])[CH3:18])=[O:15])[CH2:10][C@H:9]3[CH3:21])=[CH:4][CH:3]=2)[C:24](=[O:31])[N:25]([CH3:30])[CH:26]=1, predict the reactants needed to synthesize it. The reactants are: [NH2:1][C:2]1[N:7]=[CH:6][C:5]([N:8]2[CH2:13][CH2:12][N:11]([C:14]([O:16][C:17]([CH3:20])([CH3:19])[CH3:18])=[O:15])[CH2:10][C@H:9]2[CH3:21])=[CH:4][CH:3]=1.Br[C:23]1[C:24](=[O:31])[N:25]([CH3:30])[CH:26]=[C:27]([Br:29])[CH:28]=1.C(=O)([O-])[O-].[Cs+].[Cs+].CC1(C)C2C(=C(P(C3C=CC=CC=3)C3C=CC=CC=3)C=CC=2)OC2C(P(C3C=CC=CC=3)C3C=CC=CC=3)=CC=CC1=2. (4) Given the product [CH3:27][O:28][C:29]1[CH:34]=[C:33]([C:5]2[CH:6]=[CH:7][CH:8]=[C:9]3[C:13]=2[C:12](=[O:14])[N:11]([CH2:15][CH2:16][C:17]2[CH:26]=[CH:25][C:24]4[C:19](=[CH:20][CH:21]=[CH:22][CH:23]=4)[N:18]=2)[CH2:10]3)[CH:32]=[CH:31][N:30]=1, predict the reactants needed to synthesize it. The reactants are: ClCCl.Br[C:5]1[CH:6]=[CH:7][CH:8]=[C:9]2[C:13]=1[C:12](=[O:14])[N:11]([CH2:15][CH2:16][C:17]1[CH:26]=[CH:25][C:24]3[C:19](=[CH:20][CH:21]=[CH:22][CH:23]=3)[N:18]=1)[CH2:10]2.[CH3:27][O:28][C:29]1[CH:34]=[C:33](B(O)O)[CH:32]=[CH:31][N:30]=1.C([O-])([O-])=O.[Cs+].[Cs+]. (5) Given the product [CH2:1]([O:5][CH2:6][CH2:7][O:8][C:9]1[CH:10]=[CH:11][C:12]([C:15]2[CH:16]=[CH:17][C:18]3[N:24]([CH2:25][CH:26]([CH3:27])[CH3:28])[CH2:23][CH2:22][C:21]([C:29]([NH:31][C:32]4[CH:33]=[CH:34][C:35]([S:38]([CH:39]([C:41]5[N:42]([CH2:46][CH2:47][CH3:48])[CH:43]=[CH:44][N:45]=5)[CH3:40])=[O:58])=[CH:36][CH:37]=4)=[O:30])=[CH:20][C:19]=3[CH:49]=2)=[CH:13][CH:14]=1)[CH2:2][CH2:3][CH3:4], predict the reactants needed to synthesize it. The reactants are: [CH2:1]([O:5][CH2:6][CH2:7][O:8][C:9]1[CH:14]=[CH:13][C:12]([C:15]2[CH:16]=[CH:17][C:18]3[N:24]([CH2:25][CH:26]([CH3:28])[CH3:27])[CH2:23][CH2:22][C:21]([C:29]([NH:31][C:32]4[CH:37]=[CH:36][C:35]([S:38][CH:39]([C:41]5[N:42]([CH2:46][CH2:47][CH3:48])[CH:43]=[CH:44][N:45]=5)[CH3:40])=[CH:34][CH:33]=4)=[O:30])=[CH:20][C:19]=3[CH:49]=2)=[CH:11][CH:10]=1)[CH2:2][CH2:3][CH3:4].ClC1C=CC=C(C(OO)=[O:58])C=1. (6) Given the product [C:59]([O:58][C:56]([N:52]1[CH2:53][CH2:54][C:55]2[C:45]([CH2:44][NH:43][C:37]3[CH:42]=[CH:41][CH:40]=[CH:39][N:38]=3)=[C:46]([Cl:63])[CH:47]=[CH:48][C:49]=2[CH2:50][CH2:51]1)=[O:57])([CH3:62])([CH3:60])[CH3:61], predict the reactants needed to synthesize it. The reactants are: C1C=CC(P(C2C=CC=CC=2)CCCP(C2C=CC=CC=2)C2C=CC=CC=2)=CC=1.CC(C)([O-])C.[Na+].Br[C:37]1[CH:42]=[CH:41][CH:40]=[CH:39][N:38]=1.[NH2:43][CH2:44][C:45]1[C:55]2[CH2:54][CH2:53][N:52]([C:56]([O:58][C:59]([CH3:62])([CH3:61])[CH3:60])=[O:57])[CH2:51][CH2:50][C:49]=2[CH:48]=[CH:47][C:46]=1[Cl:63]. (7) Given the product [Cl:21][C:11]1[CH:12]=[C:13]2[C:8](=[CH:9][CH:10]=1)[N:7]=[C:6]([CH2:22][C:23]([F:26])([F:24])[F:25])[C:5]([C:3]([OH:4])=[O:2])=[C:14]2[C:15]1[CH:16]=[CH:17][CH:18]=[CH:19][CH:20]=1, predict the reactants needed to synthesize it. The reactants are: C[O:2][C:3]([C:5]1[C:6]([CH2:22][C:23]([F:26])([F:25])[F:24])=[N:7][C:8]2[C:13]([C:14]=1[C:15]1[CH:20]=[CH:19][CH:18]=[CH:17][CH:16]=1)=[CH:12][C:11]([Cl:21])=[CH:10][CH:9]=2)=[O:4].[I-].[Li+]. (8) Given the product [N:1]1[CH:6]=[CH:5][CH:4]=[C:3]([O:7][C:8]2[N:16]=[CH:15][CH:14]=[CH:13][C:9]=2[C:10]([Cl:20])=[O:11])[CH:2]=1, predict the reactants needed to synthesize it. The reactants are: [N:1]1[CH:6]=[CH:5][CH:4]=[C:3]([O:7][C:8]2[N:16]=[CH:15][CH:14]=[CH:13][C:9]=2[C:10](O)=[O:11])[CH:2]=1.C(Cl)(=O)C([Cl:20])=O. (9) Given the product [OH:1][C:2]1[CH:9]=[CH:8][C:5]([CH2:6][NH:12][CH:10]=[O:11])=[CH:4][CH:3]=1, predict the reactants needed to synthesize it. The reactants are: [OH:1][C:2]1[CH:9]=[CH:8][C:5]([CH:6]=O)=[CH:4][CH:3]=1.[CH:10]([NH2:12])=[O:11].C(O)=O. (10) The reactants are: [NH:1]([C:7]([O:9][C:10]([CH3:13])([CH3:12])[CH3:11])=[O:8])[C@@H:2]([C:4]([OH:6])=O)[CH3:3].[CH2:14]([NH:16][C:17]1[CH:22]=[C:21]([C:23]([F:26])([F:25])[F:24])[N:20]=[CH:19][C:18]=1[NH2:27])[CH3:15]. Given the product [CH2:14]([NH:16][C:17]1[CH:22]=[C:21]([C:23]([F:24])([F:25])[F:26])[N:20]=[CH:19][C:18]=1[NH:27][C:4](=[O:6])[CH:2]([NH:1][C:7](=[O:8])[O:9][C:10]([CH3:13])([CH3:12])[CH3:11])[CH3:3])[CH3:15], predict the reactants needed to synthesize it.